Dataset: Full USPTO retrosynthesis dataset with 1.9M reactions from patents (1976-2016). Task: Predict the reactants needed to synthesize the given product. Given the product [F:32][CH:2]([F:1])[CH2:3][O:4][C:5]1[CH:10]=[CH:9][C:8]([NH:11][C:12](=[O:28])[C:13]2[CH:18]=[C:17]([CH2:19][NH:20][C:21]([C:23]([CH3:25])([CH3:24])[CH3:26])=[O:22])[CH:16]=[CH:15][C:14]=2[Cl:27])=[CH:7][C:6]=1[C:29]([NH:41][C@H:38]1[CH2:39][CH2:40][C@H:35]([C:34]([F:33])([F:42])[F:43])[CH2:36][CH2:37]1)=[O:31], predict the reactants needed to synthesize it. The reactants are: [F:1][CH:2]([F:32])[CH2:3][O:4][C:5]1[CH:10]=[CH:9][C:8]([NH:11][C:12](=[O:28])[C:13]2[CH:18]=[C:17]([CH2:19][NH:20][C:21]([C:23]([CH3:26])([CH3:25])[CH3:24])=[O:22])[CH:16]=[CH:15][C:14]=2[Cl:27])=[CH:7][C:6]=1[C:29]([OH:31])=O.[F:33][C:34]([F:43])([F:42])[C@H:35]1[CH2:40][CH2:39][C@H:38]([NH2:41])[CH2:37][CH2:36]1.CN(C(ON1N=NC2C=CC=CC1=2)=[N+](C)C)C.[B-](F)(F)(F)F.